Predict the product of the given reaction. From a dataset of Forward reaction prediction with 1.9M reactions from USPTO patents (1976-2016). (1) Given the reactants [CH3:1][C:2]1[C:6]([C:7]([O:9][CH3:10])=[O:8])=[CH:5][NH:4][N:3]=1.[Cl:11][C:12]1[CH:17]=[CH:16][C:15](B(O)O)=[CH:14][CH:13]=1, predict the reaction product. The product is: [Cl:11][C:12]1[CH:17]=[CH:16][C:15]([N:4]2[CH:5]=[C:6]([C:7]([O:9][CH3:10])=[O:8])[C:2]([CH3:1])=[N:3]2)=[CH:14][CH:13]=1. (2) Given the reactants [N:1]1[CH:6]=[CH:5][CH:4]=[CH:3][C:2]=1[CH2:7][NH2:8].C(N(CC)CC)C.[CH2:16]([O:18][C:19]1[CH:24]=[CH:23][C:22]([S:25](Cl)(=[O:27])=[O:26])=[CH:21][CH:20]=1)[CH3:17], predict the reaction product. The product is: [CH2:16]([O:18][C:19]1[CH:20]=[CH:21][C:22]([S:25]([NH:8][CH2:7][C:2]2[CH:3]=[CH:4][CH:5]=[CH:6][N:1]=2)(=[O:27])=[O:26])=[CH:23][CH:24]=1)[CH3:17]. (3) Given the reactants [Cl:1][C:2]1[CH:3]=[C:4]([N+:15]([O-])=O)[CH:5]=[CH:6][C:7]=1[O:8][C:9]1[CH:10]=[N:11][CH:12]=[CH:13][CH:14]=1.C([O-])(=O)C.[NH4+], predict the reaction product. The product is: [Cl:1][C:2]1[CH:3]=[C:4]([CH:5]=[CH:6][C:7]=1[O:8][C:9]1[CH:10]=[N:11][CH:12]=[CH:13][CH:14]=1)[NH2:15]. (4) Given the reactants [F:1][C:2]1[CH:7]=[CH:6][C:5]([C:8]2[N:9]=[N:10][N:11]([CH2:13][Si](C)(C)C)[CH:12]=2)=[CH:4][CH:3]=1.O.[F-].C([N+](CCCC)(CCCC)CCCC)CCC, predict the reaction product. The product is: [F:1][C:2]1[CH:3]=[CH:4][C:5]([C:8]2[N:9]=[N:10][N:11]([CH3:13])[CH:12]=2)=[CH:6][CH:7]=1. (5) Given the reactants Br[C:2]1[C:10]2[O:9][CH2:8][C@@H:7]([N:11]([C:26](=[O:31])[C:27]([F:30])([F:29])[F:28])[C:12]3[CH:25]=[CH:24][C:15]4[C@H:16]([CH2:19][C:20]([O:22][CH3:23])=[O:21])[CH2:17][O:18][C:14]=4[CH:13]=3)[C:6]=2[CH:5]=[CH:4][CH:3]=1.[F:32][C:33]1[CH:34]=[CH:35][C:36]([NH2:39])=[N:37][CH:38]=1.C(=O)([O-])[O-].[Cs+].[Cs+].C1(P(C2C=CC=CC=2)C2C3OC4C(=CC=CC=4P(C4C=CC=CC=4)C4C=CC=CC=4)C(C)(C)C=3C=CC=2)C=CC=CC=1, predict the reaction product. The product is: [F:32][C:33]1[CH:34]=[CH:35][C:36]([NH:39][C:2]2[C:10]3[O:9][CH2:8][C@@H:7]([N:11]([C:26](=[O:31])[C:27]([F:30])([F:29])[F:28])[C:12]4[CH:25]=[CH:24][C:15]5[C@H:16]([CH2:19][C:20]([O:22][CH3:23])=[O:21])[CH2:17][O:18][C:14]=5[CH:13]=4)[C:6]=3[CH:5]=[CH:4][CH:3]=2)=[N:37][CH:38]=1. (6) Given the reactants C1(C)C=CC=CC=1P(C1C=CC=CC=1C)C1C=CC=CC=1C.C([O-])(=O)C.[Na+].I[C:29]1[C:30]([NH:35][C:36]2[CH:37]=[C:38]([C:42]3[C:47]([CH3:48])=[CH:46][CH:45]=[C:44]([C:49]([OH:51])=[O:50])[CH:43]=3)[CH:39]=[CH:40][CH:41]=2)=[N:31][CH:32]=[N:33][CH:34]=1, predict the reaction product. The product is: [CH3:48][C:47]1[CH:46]=[CH:45][C:44]([C:49]([OH:51])=[O:50])=[CH:43][C:42]=1[C:38]1[CH:37]=[C:36]2[C:41]([C:29]3[CH:34]=[N:33][CH:32]=[N:31][C:30]=3[NH:35]2)=[CH:40][CH:39]=1. (7) Given the reactants Cl[C:2]1[C:7]([O:8][CH:9]([CH2:12][CH3:13])[CH2:10][CH3:11])=[CH:6][C:5]([CH3:14])=[C:4]([C:15]2[CH:20]=[CH:19][C:18]([O:21][C:22]([F:25])([F:24])[F:23])=[CH:17][C:16]=2[O:26][CH3:27])[N:3]=1.P(C(C)(C)C)(C(C)(C)C)C(C)(C)C.[CH3:41][NH2:42].CC([O-])(C)C.[K+], predict the reaction product. The product is: [CH2:10]([CH:9]([O:8][C:7]1[C:2]([NH:42][CH3:41])=[N:3][C:4]([C:15]2[CH:20]=[CH:19][C:18]([O:21][C:22]([F:25])([F:24])[F:23])=[CH:17][C:16]=2[O:26][CH3:27])=[C:5]([CH3:14])[CH:6]=1)[CH2:12][CH3:13])[CH3:11].